Predict the product of the given reaction. From a dataset of Forward reaction prediction with 1.9M reactions from USPTO patents (1976-2016). Given the reactants [Li+].C[Si]([N-][Si](C)(C)C)(C)C.[CH3:11][O:12][C:13]1[N:18]=[CH:17][C:16]([N:19]=[C:20]([NH2:36])[C:21]2[CH:26]=[CH:25][C:24]([N:27]3[C:31]4=[N:32][CH:33]=[CH:34][CH:35]=[C:30]4[CH:29]=[CH:28]3)=[CH:23][CH:22]=2)=[CH:15][CH:14]=1.Br[CH2:38][C:39]([C:41]1[S:42][CH:43]=[CH:44][N:45]=1)=O.O, predict the reaction product. The product is: [CH3:11][O:12][C:13]1[N:18]=[CH:17][C:16]([N:19]2[CH:38]=[C:39]([C:41]3[S:42][CH:43]=[CH:44][N:45]=3)[N:36]=[C:20]2[C:21]2[CH:22]=[CH:23][C:24]([N:27]3[C:31]4=[N:32][CH:33]=[CH:34][CH:35]=[C:30]4[CH:29]=[CH:28]3)=[CH:25][CH:26]=2)=[CH:15][CH:14]=1.